Dataset: Catalyst prediction with 721,799 reactions and 888 catalyst types from USPTO. Task: Predict which catalyst facilitates the given reaction. (1) Reactant: [C:1]([C:9]1[CH:37]=[CH:36][C:12]2[N:13]([CH2:17][CH2:18][O:19][C:20]3[CH:35]=[CH:34][C:23]([CH2:24][CH:25]([C:30]([O:32][CH3:33])=[O:31])[C:26]([O:28][CH3:29])=[O:27])=[CH:22][CH:21]=3)[C:14](=[O:16])[S:15][C:11]=2[CH:10]=1)(=O)[C:2]1[CH:7]=[CH:6][CH:5]=[CH:4][CH:3]=1.[CH3:38][O:39][NH2:40].N1C=CC=CC=1. Product: [CH3:38][O:39][N:40]=[C:1]([C:2]1[CH:3]=[CH:4][CH:5]=[CH:6][CH:7]=1)[C:9]1[CH:37]=[CH:36][C:12]2[N:13]([CH2:17][CH2:18][O:19][C:20]3[CH:21]=[CH:22][C:23]([CH2:24][CH:25]([C:30]([O:32][CH3:33])=[O:31])[C:26]([O:28][CH3:29])=[O:27])=[CH:34][CH:35]=3)[C:14](=[O:16])[S:15][C:11]=2[CH:10]=1. The catalyst class is: 24. (2) Reactant: [F:1][C:2]1([F:13])[CH2:7][CH2:6][CH:5]([C:8](OCC)=[O:9])[CH2:4][CH2:3]1.[H-].[H-].[H-].[H-].[Li+].[Al+3]. Product: [F:1][C:2]1([F:13])[CH2:7][CH2:6][CH:5]([CH2:8][OH:9])[CH2:4][CH2:3]1. The catalyst class is: 1.